Dataset: Reaction yield outcomes from USPTO patents with 853,638 reactions. Task: Predict the reaction yield, written as a fraction of the theoretical maximum amount of product (1.0 means a 100% yield; for example, 0.34 means a 34% yield). (1) The reactants are S(Cl)([Cl:3])=O.O[C:6]1[C:7]2[C:14]([C:15]3[S:16][CH:17]=[CH:18][N:19]=3)=[CH:13][S:12][C:8]=2[N:9]=[CH:10][N:11]=1.C(=O)(O)[O-].[Na+]. The catalyst is CN(C)C=O. The product is [Cl:3][C:6]1[C:7]2[C:14]([C:15]3[S:16][CH:17]=[CH:18][N:19]=3)=[CH:13][S:12][C:8]=2[N:9]=[CH:10][N:11]=1. The yield is 0.530. (2) The product is [CH:1]1(/[C:7](/[CH3:11])=[CH:8]/[CH:9]=[O:10])[CH2:6][CH2:5][CH2:4][CH2:3][CH2:2]1. The catalyst is ClCCl. The reactants are [CH:1]1(/[C:7](/[CH3:11])=[CH:8]/[CH2:9][OH:10])[CH2:6][CH2:5][CH2:4][CH2:3][CH2:2]1.CC(OI1(OC(C)=O)(OC(C)=O)OC(=O)C2C=CC=CC1=2)=O.C([O-])(O)=O.[Na+].[O-]S([O-])(=S)=O.[Na+].[Na+]. The yield is 0.510.